Dataset: Peptide-MHC class I binding affinity with 185,985 pairs from IEDB/IMGT. Task: Regression. Given a peptide amino acid sequence and an MHC pseudo amino acid sequence, predict their binding affinity value. This is MHC class I binding data. (1) The peptide sequence is IIRVTSELL. The MHC is HLA-A80:01 with pseudo-sequence HLA-A80:01. The binding affinity (normalized) is 0.0847. (2) The peptide sequence is ILSDDAVVCY. The MHC is HLA-A01:01 with pseudo-sequence HLA-A01:01. The binding affinity (normalized) is 0.786. (3) The peptide sequence is KVRDRNFQL. The MHC is HLA-A80:01 with pseudo-sequence HLA-A80:01. The binding affinity (normalized) is 0.0847. (4) The peptide sequence is ATYGWNLVK. The MHC is HLA-A32:07 with pseudo-sequence HLA-A32:07. The binding affinity (normalized) is 0.597. (5) The peptide sequence is TWLVHKQWF. The MHC is HLA-A23:01 with pseudo-sequence HLA-A23:01. The binding affinity (normalized) is 0.478.